Dataset: Forward reaction prediction with 1.9M reactions from USPTO patents (1976-2016). Task: Predict the product of the given reaction. The product is: [C:1]([N:4]1[C:46]2[C:41](=[CH:42][CH:43]=[C:44]([Cl:47])[CH:45]=2)[C:6]2([CH:11]([C:12]3[CH:17]=[C:16]([Cl:18])[CH:15]=[CH:14][C:13]=3[O:19][C:20]([CH2:30][CH3:31])([CH2:28][CH3:29])[C:21]([NH:23][S:24]([CH3:27])(=[O:25])=[O:26])=[O:22])[CH2:10][C:9](=[S:58])[NH:8][CH:7]2[C:33]2[CH:38]=[C:37]([F:39])[CH:36]=[CH:35][C:34]=2[CH3:40])[C:5]1=[O:48])(=[O:3])[CH3:2]. Given the reactants [C:1]([N:4]1[C:46]2[C:41](=[CH:42][CH:43]=[C:44]([Cl:47])[CH:45]=2)[C:6]2([CH:11]([C:12]3[CH:17]=[C:16]([Cl:18])[CH:15]=[CH:14][C:13]=3[O:19][C:20]([CH2:30][CH3:31])([CH2:28][CH3:29])[C:21]([NH:23][S:24]([CH3:27])(=[O:26])=[O:25])=[O:22])[CH2:10][C:9](=O)[NH:8][CH:7]2[C:33]2[CH:38]=[C:37]([F:39])[CH:36]=[CH:35][C:34]=2[CH3:40])[C:5]1=[O:48])(=[O:3])[CH3:2].COC1C=CC(P2(SP(C3C=CC(OC)=CC=3)(=S)S2)=[S:58])=CC=1, predict the reaction product.